This data is from Full USPTO retrosynthesis dataset with 1.9M reactions from patents (1976-2016). The task is: Predict the reactants needed to synthesize the given product. Given the product [Br:1][C:2]1[N:6]=[C:5]([O:7][CH2:8][CH2:9][CH3:10])[NH:4][C:3]=1[CH:19]=[O:20], predict the reactants needed to synthesize it. The reactants are: [Br:1][C:2]1[N:6]=[C:5]([O:7][CH2:8][CH2:9][CH3:10])[N:4](COCC[Si](C)(C)C)[C:3]=1[CH:19]=[O:20].C(O)(C(F)(F)F)=O.